Dataset: Full USPTO retrosynthesis dataset with 1.9M reactions from patents (1976-2016). Task: Predict the reactants needed to synthesize the given product. (1) Given the product [CH3:1][CH:2]1[CH2:3][C:4]([C:9]2[CH:14]=[CH:13][N:12]=[CH:11][C:10]=2[N+:15]([O-:17])=[O:16])=[CH:5][C:6]([O:8][Si:19]([CH3:21])([CH3:20])[CH3:18])=[CH:7]1, predict the reactants needed to synthesize it. The reactants are: [CH3:1][CH:2]1[CH2:7][C:6](=[O:8])[CH:5]=[C:4]([C:9]2[CH:14]=[CH:13][N:12]=[CH:11][C:10]=2[N+:15]([O-:17])=[O:16])[CH2:3]1.[CH3:18][Si:19](Cl)([CH3:21])[CH3:20].[Li+].C[Si]([N-][Si](C)(C)C)(C)C. (2) Given the product [ClH:22].[ClH:22].[CH3:1][N:2]([CH3:15])[S:3]([NH:6][C:7]1[N:12]=[CH:11][C:10]([CH2:13][NH2:14])=[CH:9][CH:8]=1)(=[O:4])=[O:5], predict the reactants needed to synthesize it. The reactants are: [CH3:1][N:2]([CH3:15])[S:3]([NH:6][C:7]1[N:12]=[CH:11][C:10]([C:13]#[N:14])=[CH:9][CH:8]=1)(=[O:5])=[O:4].C(OCC)(=O)C.[ClH:22]. (3) The reactants are: C[O:2][C:3](=O)[CH:4]([NH2:18])[C:5]1[CH:10]=[CH:9][CH:8]=[C:7]([NH:11][CH:12]2[CH2:17][CH2:16][CH2:15][CH2:14][CH2:13]2)[CH:6]=1.[Cl-].[Li+].[BH4-].[Na+].CCO. Given the product [NH2:18][CH:4]([C:5]1[CH:10]=[CH:9][CH:8]=[C:7]([NH:11][CH:12]2[CH2:17][CH2:16][CH2:15][CH2:14][CH2:13]2)[CH:6]=1)[CH2:3][OH:2], predict the reactants needed to synthesize it. (4) Given the product [CH3:1][CH2:2][C@H:3]1[O:18][C:16](=[O:17])[C@H:15]([CH3:19])[C@@H:14]([O:20][C@@H:21]2[O:26][C@@H:25]([CH3:27])[C@H:24]([OH:28])[C@@:23]([O:30][CH3:31])([CH3:29])[CH2:22]2)[C@H:13]([CH3:32])[C@@H:12]([O:33][C@@H:34]2[O:39][C@H:38]([CH3:40])[CH2:37][C@H:36]([N:41]([CH3:43])[CH3:42])[C@H:35]2[OH:44])[C@@:11]([OH:46])([CH3:45])[CH2:10][C@@H:9]([CH3:47])[CH2:8][N:7]([CH3:48])[C@H:6]([CH3:49])[C@@H:5]([OH:50])[C@@:4]1([OH:52])[CH3:51].[CH3:53][C:54]1[C:59]([NH:60][C:61]2[N:66]=[CH:65][CH:64]=[CH:63][C:62]=2[C:67]([OH:69])=[O:68])=[CH:58][CH:57]=[CH:56][C:55]=1[C:70]([F:72])([F:71])[F:73], predict the reactants needed to synthesize it. The reactants are: [CH3:1][CH2:2][C@H:3]1[O:18][C:16](=[O:17])[C@H:15]([CH3:19])[C@@H:14]([O:20][C@@H:21]2[O:26][C@@H:25]([CH3:27])[C@H:24]([OH:28])[C@@:23]([O:30][CH3:31])([CH3:29])[CH2:22]2)[C@H:13]([CH3:32])[C@@H:12]([O:33][C@@H:34]2[O:39][C@H:38]([CH3:40])[CH2:37][C@H:36]([N:41]([CH3:43])[CH3:42])[C@H:35]2[OH:44])[C@@:11]([OH:46])([CH3:45])[CH2:10][C@@H:9]([CH3:47])[CH2:8][N:7]([CH3:48])[C@H:6]([CH3:49])[C@@H:5]([OH:50])[C@@:4]1([OH:52])[CH3:51].[CH3:53][C:54]1[C:59]([NH:60][C:61]2[N:66]=[CH:65][CH:64]=[CH:63][C:62]=2[C:67]([OH:69])=[O:68])=[CH:58][CH:57]=[CH:56][C:55]=1[C:70]([F:73])([F:72])[F:71].C(O)C(O)C.C1OCOC1CO. (5) Given the product [Cl:5][C:6]1[CH:14]=[CH:13][C:9]([C:10]([N:17]([CH2:18][CH3:19])[CH2:15][CH3:16])=[O:12])=[CH:8][N:7]=1, predict the reactants needed to synthesize it. The reactants are: S(Cl)(Cl)=O.[Cl:5][C:6]1[CH:14]=[CH:13][C:9]([C:10]([OH:12])=O)=[CH:8][N:7]=1.[CH2:15]([NH:17][CH2:18][CH3:19])[CH3:16].[OH-].[Na+]. (6) Given the product [Cl:17][C:14]1[CH:15]=[C:16]2[NH:8][C:9](=[O:34])[C:10]3([CH:18]([C:19]4[CH:24]=[C:23]([Cl:25])[CH:22]=[CH:21][C:20]=4[O:26][C:27]([C:30]([O:32][CH3:33])=[O:31])([CH3:29])[CH3:28])[CH2:47][C:46](=[O:48])[NH:45][CH:44]3[C:37]3[C:38]([CH3:43])=[CH:39][CH:40]=[C:41]([F:42])[C:36]=3[F:35])[C:11]2=[CH:12][CH:13]=1, predict the reactants needed to synthesize it. The reactants are: C(OC([N:8]1[C:16]2[C:11](=[CH:12][CH:13]=[C:14]([Cl:17])[CH:15]=2)/[C:10](=[CH:18]/[C:19]2[CH:24]=[C:23]([Cl:25])[CH:22]=[CH:21][C:20]=2[O:26][C:27]([C:30]([O:32][CH3:33])=[O:31])([CH3:29])[CH3:28])/[C:9]1=[O:34])=O)(C)(C)C.[F:35][C:36]1[C:41]([F:42])=[CH:40][CH:39]=[C:38]([CH3:43])[C:37]=1[CH:44]=[N:45][C:46]([O:48][Si](C)(C)C)=[CH2:47]. (7) Given the product [Si:13]([O:30][CH2:31][CH2:32][O:33][CH2:34][C@H:35]([O:40][C:41]1[N:46]=[CH:45][N:44]=[C:43]2[N:47]([C:50]3[CH:55]=[C:54]([C:56]#[N:57])[CH:53]=[CH:52][C:51]=3[CH3:58])[N:48]=[CH:49][C:42]=12)[C:36]([NH:12][C:9]1[CH:8]=[CH:7][C:6]([CH3:5])=[CH:11][N:10]=1)=[O:37])([C:26]([CH3:27])([CH3:28])[CH3:29])([C:14]1[CH:15]=[CH:16][CH:17]=[CH:18][CH:19]=1)[C:20]1[CH:21]=[CH:22][CH:23]=[CH:24][CH:25]=1, predict the reactants needed to synthesize it. The reactants are: C[Al](C)C.[CH3:5][C:6]1[CH:7]=[CH:8][C:9]([NH2:12])=[N:10][CH:11]=1.[Si:13]([O:30][CH2:31][CH2:32][O:33][CH2:34][C@H:35]([O:40][C:41]1[N:46]=[CH:45][N:44]=[C:43]2[N:47]([C:50]3[CH:55]=[C:54]([C:56]#[N:57])[CH:53]=[CH:52][C:51]=3[CH3:58])[N:48]=[CH:49][C:42]=12)[C:36](OC)=[O:37])([C:26]([CH3:29])([CH3:28])[CH3:27])([C:20]1[CH:25]=[CH:24][CH:23]=[CH:22][CH:21]=1)[C:14]1[CH:19]=[CH:18][CH:17]=[CH:16][CH:15]=1. (8) Given the product [F:1][C:2]1[CH:3]=[C:4]([CH2:8][CH2:9][C:10]([O:12][CH3:18])=[O:11])[CH:5]=[CH:6][CH:7]=1, predict the reactants needed to synthesize it. The reactants are: [F:1][C:2]1[CH:3]=[C:4]([CH2:8][CH2:9][C:10]([OH:12])=[O:11])[CH:5]=[CH:6][CH:7]=1.OS(O)(=O)=O.[CH3:18]O. (9) Given the product [NH:23]1[C:31]2[C:26](=[CH:27][CH:28]=[CH:29][CH:30]=2)[C:25]([C@H:32]2[C:40]3[C:35](=[CH:36][CH:37]=[CH:38][CH:39]=3)[C:34](=[O:41])[CH2:33]2)=[CH:24]1, predict the reactants needed to synthesize it. The reactants are: CC(OI1(OC(C)=O)(OC(C)=O)OC(=O)C2C1=CC=CC=2)=O.[NH:23]1[C:31]2[C:26](=[CH:27][CH:28]=[CH:29][CH:30]=2)[C:25]([C@H:32]2[C:40]3[C:35](=[CH:36][CH:37]=[CH:38][CH:39]=3)[C@@H:34]([OH:41])[CH2:33]2)=[CH:24]1.C(OCC)(=O)C.C([O-])(O)=O.[Na+].